From a dataset of Peptide-MHC class I binding affinity with 185,985 pairs from IEDB/IMGT. Regression. Given a peptide amino acid sequence and an MHC pseudo amino acid sequence, predict their binding affinity value. This is MHC class I binding data. (1) The peptide sequence is ALPHIIDEV. The MHC is HLA-A68:02 with pseudo-sequence HLA-A68:02. The binding affinity (normalized) is 0.521. (2) The peptide sequence is SPAIFQSSM. The MHC is HLA-A33:01 with pseudo-sequence HLA-A33:01. The binding affinity (normalized) is 0. (3) The binding affinity (normalized) is 0.0673. The peptide sequence is EELITDTEFL. The MHC is HLA-B40:02 with pseudo-sequence HLA-B40:02.